The task is: Predict the product of the given reaction.. This data is from Forward reaction prediction with 1.9M reactions from USPTO patents (1976-2016). (1) Given the reactants [CH3:1][O:2][SiH:3]([O:6][CH3:7])[O:4][CH3:5].C(O)(=O)C.[CH3:12][O:13][CH2:14][O:15][CH2:16][CH2:17][CH2:18][CH2:19][CH2:20][CH2:21][CH2:22][CH2:23][CH:24]=[CH2:25], predict the reaction product. The product is: [CH3:12][O:13][CH2:14][O:15][CH2:16][CH2:17][CH2:18][CH2:19][CH2:20][CH2:21][CH2:22][CH2:23][CH2:24][CH2:25][Si:3]([O:6][CH3:7])([O:4][CH3:5])[O:2][CH3:1]. (2) Given the reactants [CH2:1]([N:4]([CH2:17][CH2:18][CH3:19])[C:5](=[O:16])[C:6]1[CH:11]=[CH:10][C:9]([CH3:12])=[C:8]([N+:13]([O-])=O)[CH:7]=1)[CH2:2][CH3:3].Cl, predict the reaction product. The product is: [CH2:17]([N:4]([CH2:1][CH2:2][CH3:3])[C:5](=[O:16])[C:6]1[CH:11]=[CH:10][C:9]([CH3:12])=[C:8]([NH2:13])[CH:7]=1)[CH2:18][CH3:19]. (3) Given the reactants [CH2:1]([O:3][C:4]([C:6]1[O:14][C:13]2[CH:12]=[CH:11][N:10]=[CH:9][C:8]=2[C:7]=1[NH2:15])=[O:5])[CH3:2].Br[C:17]1[CH:22]=[CH:21][C:20]([O:23][CH3:24])=[CH:19][C:18]=1[F:25].CC1(C)C2C(=C(P(C3C=CC=CC=3)C3C=CC=CC=3)C=CC=2)OC2C(P(C3C=CC=CC=3)C3C=CC=CC=3)=CC=CC1=2.[O-]P([O-])([O-])=O.[K+].[K+].[K+], predict the reaction product. The product is: [CH2:1]([O:3][C:4]([C:6]1[O:14][C:13]2[CH:12]=[CH:11][N:10]=[CH:9][C:8]=2[C:7]=1[NH:15][C:17]1[CH:22]=[CH:21][C:20]([O:23][CH3:24])=[CH:19][C:18]=1[F:25])=[O:5])[CH3:2]. (4) Given the reactants [Cl:1][C:2]1[CH:7]=[CH:6][CH:5]=[CH:4][C:3]=1[CH:8]([N:18]1[CH2:23][CH2:22][C:21]2[S:24][CH:25]=[CH:26][C:20]=2[CH2:19]1)[CH2:9][CH2:10][CH2:11][C:12]([CH3:17])([CH3:16])[C:13]([OH:15])=[O:14], predict the reaction product. The product is: [ClH:1].[Cl:1][C:2]1[CH:7]=[CH:6][CH:5]=[CH:4][C:3]=1[CH:8]([N:18]1[CH2:23][CH2:22][C:21]2[S:24][CH:25]=[CH:26][C:20]=2[CH2:19]1)[CH2:9][CH2:10][CH2:11][C:12]([CH3:16])([CH3:17])[C:13]([OH:15])=[O:14]. (5) The product is: [Br:1][C:2]1[CH:7]=[CH:6][C:5]([O:8][CH2:21][O:22][CH3:23])=[C:4]([N+:9]([O-:11])=[O:10])[CH:3]=1. Given the reactants [Br:1][C:2]1[CH:7]=[CH:6][C:5]([OH:8])=[C:4]([N+:9]([O-:11])=[O:10])[CH:3]=1.CCN(C(C)C)C(C)C.[CH3:21][O:22][CH2:23]Cl, predict the reaction product. (6) The product is: [NH2:8][C:7]1[C:2]([CH3:1])=[C:3]([NH:11][S:12]([CH3:15])(=[O:14])=[O:13])[CH:4]=[CH:5][CH:6]=1. Given the reactants [CH3:1][C:2]1[C:7]([N+:8]([O-])=O)=[CH:6][CH:5]=[CH:4][C:3]=1[NH:11][S:12]([CH3:15])(=[O:14])=[O:13].[H][H], predict the reaction product.